Predict the reaction yield, written as a fraction of the theoretical maximum amount of product (1.0 means a 100% yield; for example, 0.34 means a 34% yield). From a dataset of Reaction yield outcomes from USPTO patents with 853,638 reactions. (1) The reactants are [Br:1][C:2]1[C:7]([NH:8][S:9]([C:12]2[CH:17]=[CH:16][C:15]([Cl:18])=[C:14]([C:19]([F:22])([F:21])[F:20])[CH:13]=2)(=[O:11])=[O:10])=[CH:6][C:5]([CH3:23])=[CH:4][N:3]=1.[CH3:24][O:25][CH2:26]Cl.C([O-])([O-])=O.[K+].[K+]. The catalyst is C1COCC1. The product is [Br:1][C:2]1[C:7]([N:8]([CH2:24][O:25][CH3:26])[S:9]([C:12]2[CH:17]=[CH:16][C:15]([Cl:18])=[C:14]([C:19]([F:22])([F:21])[F:20])[CH:13]=2)(=[O:10])=[O:11])=[CH:6][C:5]([CH3:23])=[CH:4][N:3]=1. The yield is 0.840. (2) The reactants are [Cl:1][C:2]1[N:7]=[C:6]([C:8]2[S:25][C:11]3[C:12]([CH3:24])([CH3:23])[N:13](C(OC(C)(C)C)=O)[C:14](=[O:15])[C:10]=3[CH:9]=2)[CH:5]=[CH:4][N:3]=1.FC(F)(F)C(O)=O. The catalyst is C(Cl)Cl. The product is [Cl:1][C:2]1[N:7]=[C:6]([C:8]2[S:25][C:11]3[C:12]([CH3:23])([CH3:24])[NH:13][C:14](=[O:15])[C:10]=3[CH:9]=2)[CH:5]=[CH:4][N:3]=1. The yield is 0.990. (3) The reactants are [O:1]=[C:2]1[CH2:6][CH2:5][C:4](=[O:7])[N:3]1[CH2:8][C:9]1[C:18]([F:19])=[C:17]2[C:12]([C:13]([C:23]3[CH:28]=[CH:27][C:26]([F:29])=[CH:25][CH:24]=3)=[CH:14][C:15]([C:20](O)=[O:21])=[N:16]2)=[CH:11][CH:10]=1.C[N:31](C(ON1N=NC2C=CC=NC1=2)=[N+](C)C)C.F[P-](F)(F)(F)(F)F.[OH-].[NH4+]. The catalyst is CN(C=O)C. The product is [O:1]=[C:2]1[CH2:6][CH2:5][C:4](=[O:7])[N:3]1[CH2:8][C:9]1[C:18]([F:19])=[C:17]2[C:12]([C:13]([C:23]3[CH:28]=[CH:27][C:26]([F:29])=[CH:25][CH:24]=3)=[CH:14][C:15]([C:20]([NH2:31])=[O:21])=[N:16]2)=[CH:11][CH:10]=1. The yield is 0.630. (4) The yield is 0.850. The product is [Cl:31][C:32]1[C:40]([F:41])=[N:39][CH:38]=[CH:37][C:33]=1[C:34]([N:5]([CH2:4][CH2:3][N:2]([CH3:7])[CH3:1])[CH3:6])=[O:36]. The reactants are [CH3:1][N:2]([CH3:7])[CH2:3][CH2:4][NH:5][CH3:6].O.ON1C2C=CC=CC=2N=N1.Cl.C(N=C=NCCCN(C)C)C.[Cl:31][C:32]1[C:40]([F:41])=[N:39][CH:38]=[CH:37][C:33]=1[C:34]([OH:36])=O. The catalyst is O.C(Cl)(Cl)Cl. (5) The reactants are [NH2:1][C:2]1[C:3]([C:10]([OH:12])=[O:11])=[N:4][C:5]([O:8][CH3:9])=[CH:6][N:7]=1.[CH2:13](N(CC)CC)C.C([NH+](CC)CC)C.ClC(OCC)=O.C. The catalyst is O1CCOCC1.CO. The product is [NH2:1][C:2]1[C:3]([C:10]([O:12][CH3:13])=[O:11])=[N:4][C:5]([O:8][CH3:9])=[CH:6][N:7]=1. The yield is 0.800. (6) The reactants are [Li]CCCC.CCCCCC.Br[C:13]1[S:17][C:16]([C:18]([O:21][Si:22]([CH3:25])([CH3:24])[CH3:23])([CH3:20])[CH3:19])=[CH:15][CH:14]=1.CN([CH:29]=[O:30])C. The catalyst is C1COCC1. The product is [CH3:23][Si:22]([CH3:25])([CH3:24])[O:21][C:18]([C:16]1[S:17][C:13]([CH:29]=[O:30])=[CH:14][CH:15]=1)([CH3:20])[CH3:19]. The yield is 0.720. (7) The catalyst is C(Cl)Cl. The product is [I-:46].[I-:46].[CH3:37][N+:34]1([CH2:45][O:44][C:38](=[O:43])[C:39]([CH3:42])([CH3:41])[CH3:40])[CH2:33][CH2:32][N:31]([CH2:30][C:27]2[CH:28]=[CH:29][C:24]([C:22](=[O:23])[NH:21][C:5]3[CH:4]=[CH:3][C:2]([CH3:1])=[C:7]([NH:8][C:9]4[N:14]=[C:13]([C:15]5[CH:20]=[N+:19]([CH2:45][O:44][C:38](=[O:43])[C:39]([CH3:42])([CH3:41])[CH3:40])[CH:18]=[CH:17][CH:16]=5)[CH:12]=[CH:11][N:10]=4)[CH:6]=3)=[CH:25][CH:26]=2)[CH2:36][CH2:35]1. The reactants are [CH3:1][C:2]1[CH:3]=[CH:4][C:5]([NH:21][C:22]([C:24]2[CH:25]=[CH:26][C:27]([CH2:30][N:31]3[CH2:36][CH2:35][N:34]([CH3:37])[CH2:33][CH2:32]3)=[CH:28][CH:29]=2)=[O:23])=[CH:6][C:7]=1[NH:8][C:9]1[N:10]=[CH:11][CH:12]=[C:13]([C:15]2[CH:16]=[CH:17][CH:18]=[N:19][CH:20]=2)[N:14]=1.[C:38]([O:44][CH2:45][I:46])(=[O:43])[C:39]([CH3:42])([CH3:41])[CH3:40]. The yield is 0.250.